From a dataset of Reaction yield outcomes from USPTO patents with 853,638 reactions. Predict the reaction yield, written as a fraction of the theoretical maximum amount of product (1.0 means a 100% yield; for example, 0.34 means a 34% yield). (1) The reactants are [H-].[Na+].[O:3]1[CH2:7][CH2:6][NH:5][C:4]1=[O:8].Br[CH2:10]/[CH:11]=[C:12](/[C:23]1[N:28]=[C:27]([O:29][CH3:30])[C:26]([Cl:31])=[CH:25][CH:24]=1)\[C:13]1[CH:18]=[CH:17][C:16]([C:19]([CH3:22])([CH3:21])[CH3:20])=[CH:15][CH:14]=1.O. The catalyst is O1CCCC1. The product is [C:19]([C:16]1[CH:15]=[CH:14][C:13](/[C:12](/[C:23]2[CH:24]=[CH:25][C:26]([Cl:31])=[C:27]([O:29][CH3:30])[N:28]=2)=[CH:11]\[CH2:10][N:5]2[CH2:6][CH2:7][O:3][C:4]2=[O:8])=[CH:18][CH:17]=1)([CH3:20])([CH3:21])[CH3:22]. The yield is 0.980. (2) The reactants are [CH3:1][O:2][C:3](=[O:16])[CH:4]=[CH:5][C:6]1[CH:11]=[CH:10][CH:9]=[C:8]([S:12](Cl)(=[O:14])=[O:13])[CH:7]=1.[CH2:17]([NH2:27])[C:18]1[CH:26]=[CH:25][C:24]2[O:23][CH2:22][O:21][C:20]=2[CH:19]=1.C([O-])(O)=O.[Na+]. The catalyst is O1CCOCC1.O. The product is [CH3:1][O:2][C:3](=[O:16])[CH:4]=[CH:5][C:6]1[CH:11]=[CH:10][CH:9]=[C:8]([S:12](=[O:14])(=[O:13])[NH:27][CH2:17][C:18]2[CH:26]=[CH:25][C:24]3[O:23][CH2:22][O:21][C:20]=3[CH:19]=2)[CH:7]=1. The yield is 0.810. (3) The reactants are [C:1]1([C:7]2[N:8]=[C:9]([CH3:13])[O:10][C:11]=2[CH3:12])[CH:6]=[CH:5][CH:4]=[CH:3][CH:2]=1.[Br:14]N1C(=O)CCC1=O. The catalyst is N(C(C)(C)C#N)=NC(C)(C)C#N.C(Cl)(Cl)(Cl)Cl. The product is [Br:14][CH2:12][C:11]1[O:10][C:9]([CH3:13])=[N:8][C:7]=1[C:1]1[CH:2]=[CH:3][CH:4]=[CH:5][CH:6]=1. The yield is 0.780.